Dataset: Forward reaction prediction with 1.9M reactions from USPTO patents (1976-2016). Task: Predict the product of the given reaction. (1) Given the reactants C(O)(=O)CC[C:4](O)=[O:5].[NH2:9][C@H:10]([C@@H:18]([OH:36])[CH2:19][C@@H:20]([NH:28][C:29]([O:31][C:32]([CH3:35])([CH3:34])[CH3:33])=[O:30])[CH2:21][C:22]1[CH:27]=[CH:26][CH:25]=[CH:24][CH:23]=1)[CH2:11][C:12]1[CH:17]=[CH:16][CH:15]=[CH:14][CH:13]=1.C1C([N+]([O-])=O)=CC=C(OC(OCC2SC=NC=2)=O)C=1.Cl.C(=O)(O)[O-].[Na+].[OH-].[Na+].Cl, predict the reaction product. The product is: [C:32]([O:31][C:29]([NH:28][C@@H:20]([CH2:21][C:22]1[CH:23]=[CH:24][CH:25]=[CH:26][CH:27]=1)[CH2:19][C@@H:18]1[O:36][C:4](=[O:5])[NH:9][C@H:10]1[CH2:11][C:12]1[CH:13]=[CH:14][CH:15]=[CH:16][CH:17]=1)=[O:30])([CH3:33])([CH3:35])[CH3:34]. (2) Given the reactants [ClH:1].[CH2:2]([O:9][C:10]([C:12]1[C:20]2[C:15](=[CH:16][CH:17]=[C:18]([CH2:21][CH2:22][NH2:23])[CH:19]=2)[NH:14][C:13]=1[CH3:24])=[O:11])[C:3]1[CH:8]=[CH:7][CH:6]=[CH:5][CH:4]=1.[CH:25](=O)[CH3:26].[BH-](OC(C)=O)(OC(C)=O)O[C:30]([CH3:32])=O.[Na+].C([O-])(O)=O.[Na+], predict the reaction product. The product is: [ClH:1].[ClH:1].[CH2:2]([O:9][C:10]([C:12]1[C:20]2[C:15](=[CH:16][CH:17]=[C:18]([CH2:21][CH2:22][N:23]([CH2:25][CH3:26])[CH2:30][CH3:32])[CH:19]=2)[NH:14][C:13]=1[CH3:24])=[O:11])[C:3]1[CH:4]=[CH:5][CH:6]=[CH:7][CH:8]=1. (3) Given the reactants Br[C:2]1[NH:3][C:4]2[C:9]([CH:10]=1)=[CH:8][CH:7]=[CH:6][CH:5]=2.[C:11]1(B(O)O)[CH:16]=[CH:15][CH:14]=[CH:13][CH:12]=1.C([O-])([O-])=O.[Na+].[Na+], predict the reaction product. The product is: [C:11]1([C:7]2[CH:8]=[C:9]3[C:4](=[CH:5][CH:6]=2)[NH:3][CH:2]=[CH:10]3)[CH:16]=[CH:15][CH:14]=[CH:13][CH:12]=1.